This data is from Peptide-MHC class I binding affinity with 185,985 pairs from IEDB/IMGT. The task is: Regression. Given a peptide amino acid sequence and an MHC pseudo amino acid sequence, predict their binding affinity value. This is MHC class I binding data. The binding affinity (normalized) is 0. The peptide sequence is VSMTYLYNKY. The MHC is HLA-A33:01 with pseudo-sequence HLA-A33:01.